Dataset: Catalyst prediction with 721,799 reactions and 888 catalyst types from USPTO. Task: Predict which catalyst facilitates the given reaction. (1) Reactant: [CH3:1][C:2]1[CH:11]=[CH:10][C:9]2[CH2:8][CH2:7][CH2:6][CH2:5][C:4]=2[CH:3]=1.[Cl:12][S:13](O)(=[O:15])=[O:14]. Product: [CH3:1][C:2]1[CH:11]=[CH:10][C:9]2[CH2:8][CH2:7][CH2:6][CH2:5][C:4]=2[C:3]=1[S:13]([Cl:12])(=[O:15])=[O:14]. The catalyst class is: 22. (2) Reactant: [Cl:1][C:2]1[C:6]([Cl:7])=[C:5]([CH3:8])[NH:4][C:3]=1[C:9]([O:11][CH:12]1[CH2:17][CH2:16][N:15]([C:18]2[CH:23]=[C:22]([C:24]#[N:25])[CH:21]=[C:20]([Cl:26])[N:19]=2)[CH2:14][CH2:13]1)=[O:10].[N-:27]=[N+:28]=[N-:29].[Na+].[Cl-].[NH4+]. Product: [Cl:1][C:2]1[C:6]([Cl:7])=[C:5]([CH3:8])[NH:4][C:3]=1[C:9]([O:11][CH:12]1[CH2:13][CH2:14][N:15]([C:18]2[CH:23]=[C:22]([C:24]3[NH:29][N:28]=[N:27][N:25]=3)[CH:21]=[C:20]([Cl:26])[N:19]=2)[CH2:16][CH2:17]1)=[O:10]. The catalyst class is: 3. (3) Reactant: C([N:14]1[CH:19]=[C:18]([C:20]2[CH:25]=[CH:24][CH:23]=[CH:22][CH:21]=2)[C:17](=[O:26])[NH:16][C:15]1=[O:27])(C1C=CC=CC=1)C1C=CC=CC=1.OS(C(F)(F)F)(=O)=O. Product: [C:20]1([C:18]2[C:17](=[O:26])[NH:16][C:15](=[O:27])[NH:14][CH:19]=2)[CH:21]=[CH:22][CH:23]=[CH:24][CH:25]=1. The catalyst class is: 67. (4) Reactant: [NH2:1][C:2]1[CH:3]=[CH:4][C:5]2[O:10][CH2:9][CH2:8][N:7]([C:11]3[S:12][C:13]4[C:14](=[O:22])[NH:15][C:16]([CH3:21])([CH3:20])[CH2:17][C:18]=4[N:19]=3)[C:6]=2[CH:23]=1.[C:24]1(=O)[O:29][C:27](=[O:28])[CH2:26][CH2:25]1. Product: [CH3:20][C:16]1([CH3:21])[NH:15][C:14](=[O:22])[C:13]2[S:12][C:11]([N:7]3[C:6]4[CH:23]=[C:2]([N:1]5[C:27](=[O:28])[CH2:26][CH2:25][C:24]5=[O:29])[CH:3]=[CH:4][C:5]=4[O:10][CH2:9][CH2:8]3)=[N:19][C:18]=2[CH2:17]1. The catalyst class is: 3. (5) Reactant: CN(C(ON1N=NC2C=CC=NC1=2)=[N+](C)C)C.F[P-](F)(F)(F)(F)F.[F:25][C:26]1([F:35])[CH2:31][O:30][CH:29]([C:32]([OH:34])=O)[CH2:28][CH2:27]1.CCN(C(C)C)C(C)C.O[N:46]=[C:47]([C:49]1[CH:50]=[CH:51][C:52]([CH3:67])=[C:53]([NH:55][C:56]([C:58]2[N:62]3[CH:63]=[CH:64][CH:65]=[CH:66][C:61]3=[N:60][CH:59]=2)=[O:57])[CH:54]=1)[NH2:48]. Product: [F:35][C:26]1([F:25])[CH2:31][O:30][CH:29]([C:32]2[O:34][N:46]=[C:47]([C:49]3[CH:50]=[CH:51][C:52]([CH3:67])=[C:53]([NH:55][C:56]([C:58]4[N:62]5[CH:63]=[CH:64][CH:65]=[CH:66][C:61]5=[N:60][CH:59]=4)=[O:57])[CH:54]=3)[N:48]=2)[CH2:28][CH2:27]1. The catalyst class is: 3.